Dataset: Forward reaction prediction with 1.9M reactions from USPTO patents (1976-2016). Task: Predict the product of the given reaction. Given the reactants [NH2:1][C:2]1[CH:3]=[C:4]([CH:10]=[CH:11][C:12]=1[NH:13][CH3:14])[C:5]([O:7][CH2:8][CH3:9])=[O:6].C(=O)(O)[O-].[Na+].[C:20](OC(=O)C)(=O)[CH3:21], predict the reaction product. The product is: [CH3:14][N:13]1[C:12]2[CH:11]=[CH:10][C:4]([C:5]([O:7][CH2:8][CH3:9])=[O:6])=[CH:3][C:2]=2[N:1]=[C:20]1[CH3:21].